From a dataset of Peptide-MHC class II binding affinity with 134,281 pairs from IEDB. Regression. Given a peptide amino acid sequence and an MHC pseudo amino acid sequence, predict their binding affinity value. This is MHC class II binding data. (1) The peptide sequence is KFDSQLARRHMARELH. The MHC is DRB1_1101 with pseudo-sequence DRB1_1101. The binding affinity (normalized) is 0.437. (2) The peptide sequence is EKKYFAATQFGPLAA. The MHC is DRB1_0101 with pseudo-sequence DRB1_0101. The binding affinity (normalized) is 0.694. (3) The peptide sequence is NILYKDVINAPIKEFKAK. The MHC is DRB1_0101 with pseudo-sequence DRB1_0101. The binding affinity (normalized) is 0. (4) The peptide sequence is VLNDAKLIADSLDFT. The MHC is DRB1_0101 with pseudo-sequence DRB1_0101. The binding affinity (normalized) is 0.419. (5) The peptide sequence is SGSAASMVNGVIKIL. The MHC is HLA-DQA10501-DQB10303 with pseudo-sequence HLA-DQA10501-DQB10303. The binding affinity (normalized) is 0.462. (6) The peptide sequence is MELQIVDKIDAAFKI. The MHC is DRB1_1501 with pseudo-sequence DRB1_1501. The binding affinity (normalized) is 0.425. (7) The peptide sequence is MTLKGTSYKICTDKM. The MHC is DRB3_0301 with pseudo-sequence DRB3_0301. The binding affinity (normalized) is 0.545.